Dataset: Forward reaction prediction with 1.9M reactions from USPTO patents (1976-2016). Task: Predict the product of the given reaction. Given the reactants Br[C:2]1[CH:3]=[C:4]([C:23]([OH:25])=[O:24])[C:5]2[O:9][C:8]([C:16]3[CH:21]=[CH:20][CH:19]=[CH:18][CH:17]=3)([C:10]3[CH:15]=[CH:14][CH:13]=[CH:12][CH:11]=3)[O:7][C:6]=2[CH:22]=1.O(C)[Li].[N:29]1[CH:34]=[CH:33][C:32]([CH:35]=[O:36])=[CH:31][CH:30]=1, predict the reaction product. The product is: [OH:36][CH:35]([C:32]1[CH:33]=[CH:34][N:29]=[CH:30][CH:31]=1)[C:2]1[CH:3]=[C:4]([C:23]([OH:25])=[O:24])[C:5]2[O:9][C:8]([C:10]3[CH:11]=[CH:12][CH:13]=[CH:14][CH:15]=3)([C:16]3[CH:17]=[CH:18][CH:19]=[CH:20][CH:21]=3)[O:7][C:6]=2[CH:22]=1.